From a dataset of Catalyst prediction with 721,799 reactions and 888 catalyst types from USPTO. Predict which catalyst facilitates the given reaction. (1) Reactant: [NH2:1][C:2]([CH2:7][OH:8])([CH2:5][OH:6])[CH2:3][OH:4].[CH3:9][C:10]1[S:14][C:13]([NH:15][C:16]([C:18]2[N:29]([CH3:30])[S:26](=[O:28])(=[O:27])[C:25]3[CH:24]=[CH:23][CH:22]=[CH:21][C:20]=3[C:19]=2[OH:31])=[O:17])=[N:12][CH:11]=1. Product: [CH3:9][C:10]1[S:14][C:13]([NH:15][C:16]([C:18]2[N:29]([CH3:30])[S:26](=[O:27])(=[O:28])[C:25]3[CH:24]=[CH:23][CH:22]=[CH:21][C:20]=3[C:19]=2[OH:31])=[O:17])=[N:12][CH:11]=1.[NH2:1][C:2]([CH2:7][OH:8])([CH2:5][OH:6])[CH2:3][OH:4]. The catalyst class is: 8. (2) Reactant: [F:1][C:2]1[CH:7]=[C:6]([F:8])[CH:5]=[CH:4][C:3]=1[C:9]1[CH:10]=[N:11][CH:12]=[C:13]([CH:17]=1)[C:14]([OH:16])=O.[O-:18][N+:19]1[C:24]([C:25]([F:28])([F:27])[F:26])=[CH:23][CH:22]=[C:21]([C@H:29]([NH2:31])[CH3:30])[CH:20]=1.C(Cl)CCl.C1C=CC2N(O)N=NC=2C=1.C(N(CC)CC)C. Product: [F:1][C:2]1[CH:7]=[C:6]([F:8])[CH:5]=[CH:4][C:3]=1[C:9]1[CH:10]=[N:11][CH:12]=[C:13]([CH:17]=1)[C:14]([NH:31][C@@H:29]([C:21]1[CH:20]=[N+:19]([O-:18])[C:24]([C:25]([F:26])([F:27])[F:28])=[CH:23][CH:22]=1)[CH3:30])=[O:16]. The catalyst class is: 3. (3) Reactant: [Cl:1][CH2:2][C:3](Cl)=[O:4].[CH2:6]([N:13]1[CH2:18][CH2:17][CH:16]([NH:19][CH3:20])[CH2:15][CH2:14]1)[C:7]1[CH:12]=[CH:11][CH:10]=[CH:9][CH:8]=1. Product: [CH2:6]([N:13]1[CH2:18][CH2:17][CH:16]([N:19]([CH3:20])[C:3](=[O:4])[CH2:2][Cl:1])[CH2:15][CH2:14]1)[C:7]1[CH:8]=[CH:9][CH:10]=[CH:11][CH:12]=1. The catalyst class is: 2. (4) Reactant: CCCC[N+](CCCC)(CCCC)CCCC.[F-].[C:19]1([Si:25]([C:83]2[CH:88]=[CH:87][CH:86]=[CH:85][CH:84]=2)([C:77]2[CH:82]=[CH:81][CH:80]=[CH:79][CH:78]=2)[C:26]2[CH:27]=[CH:28][C:29]3[N:30]([Si](C4C=CC=CC=4)(C4C=CC=CC=4)C4C=CC=CC=4)[C:31]4[C:36]([C:37]=3[CH:38]=2)=[CH:35][C:34]([Si:39]([C:52]2[CH:57]=[CH:56][CH:55]=[CH:54][CH:53]=2)([C:46]2[CH:51]=[CH:50][CH:49]=[CH:48][CH:47]=2)[C:40]2[CH:45]=[CH:44][CH:43]=[CH:42][CH:41]=2)=[CH:33][CH:32]=4)[CH:24]=[CH:23][CH:22]=[CH:21][CH:20]=1. Product: [C:52]1([Si:39]([C:40]2[CH:41]=[CH:42][CH:43]=[CH:44][CH:45]=2)([C:46]2[CH:47]=[CH:48][CH:49]=[CH:50][CH:51]=2)[C:34]2[CH:33]=[CH:32][C:31]3[NH:30][C:29]4[C:37]([C:36]=3[CH:35]=2)=[CH:38][C:26]([Si:25]([C:19]2[CH:20]=[CH:21][CH:22]=[CH:23][CH:24]=2)([C:77]2[CH:82]=[CH:81][CH:80]=[CH:79][CH:78]=2)[C:83]2[CH:88]=[CH:87][CH:86]=[CH:85][CH:84]=2)=[CH:27][CH:28]=4)[CH:57]=[CH:56][CH:55]=[CH:54][CH:53]=1. The catalyst class is: 2. (5) Reactant: [Cl:1][C:2]1[C:26]([C:27]([F:30])([F:29])[F:28])=[CH:25][C:5]2[NH:6][C:7](=[O:24])[CH2:8][C:9]([C:11]3[CH:16]=[CH:15][CH:14]=[C:13]([N:17]4[C:21]([CH2:22]O)=[N:20][CH:19]=[N:18]4)[CH:12]=3)=[N:10][C:4]=2[CH:3]=1.S(Cl)(Cl)=O.[Cl-].[CH:36]1([NH2:39])[CH2:38][CH2:37]1. Product: [Cl:1][C:2]1[C:26]([C:27]([F:28])([F:29])[F:30])=[CH:25][C:5]2[NH:6][C:7](=[O:24])[CH2:8][C:9]([C:11]3[CH:16]=[CH:15][CH:14]=[C:13]([N:17]4[C:21]([CH2:22][NH:39][CH:36]5[CH2:38][CH2:37]5)=[N:20][CH:19]=[N:18]4)[CH:12]=3)=[N:10][C:4]=2[CH:3]=1. The catalyst class is: 139. (6) Reactant: [I:1]N1C(=O)CCC1=O.[CH2:9]([C:11]1[N:12]=[C:13]2[CH:18]=[CH:17][CH:16]=[CH:15][N:14]2[CH:19]=1)[CH3:10]. Product: [CH2:9]([C:11]1[N:12]=[C:13]2[CH:18]=[CH:17][CH:16]=[CH:15][N:14]2[C:19]=1[I:1])[CH3:10]. The catalyst class is: 10. (7) Reactant: [NH2:1][C@@H:2]([CH2:24][C:25]1[CH:30]=[CH:29][CH:28]=[CH:27][CH:26]=1)[CH2:3][C@H:4]([OH:23])[C@@H:5]([NH:13][C:14](=[O:22])[O:15][CH2:16][C:17]1[S:21][CH:20]=[N:19][CH:18]=1)[CH2:6][C:7]1[CH:12]=[CH:11][CH:10]=[CH:9][CH:8]=1.Cl[C:32]([O:34][CH3:35])=[O:33]. The catalyst class is: 241. Product: [CH2:24]([C@H:2]([NH:1][C:32](=[O:33])[O:34][CH3:35])[CH2:3][C@H:4]([OH:23])[C@@H:5]([NH:13][C:14]([O:15][CH2:16][C:17]1[S:21][CH:20]=[N:19][CH:18]=1)=[O:22])[CH2:6][C:7]1[CH:12]=[CH:11][CH:10]=[CH:9][CH:8]=1)[C:25]1[CH:26]=[CH:27][CH:28]=[CH:29][CH:30]=1. (8) Reactant: [CH2:1]([O:3][C:4]([C:6]1[CH:7]=[C:8]2[S:14][CH:13]=[C:12]([CH3:15])[C:9]2=[N:10][CH:11]=1)=[O:5])[CH3:2].BrN1C(=[O:22])CCC1=O. Product: [CH2:1]([O:3][C:4]([C:6]1[CH:7]=[C:8]2[S:14][CH:13]=[C:12]([CH:15]=[O:22])[C:9]2=[N:10][CH:11]=1)=[O:5])[CH3:2]. The catalyst class is: 855. (9) Reactant: C(OC(=O)[NH:7][C:8]1[S:9][C:10]2[CH:16]=[C:15]([CH:17]([C:19]3[CH:24]=[CH:23][C:22]([F:25])=[CH:21][CH:20]=3)O)[CH:14]=[C:13]([Br:26])[C:11]=2[N:12]=1)(C)(C)C.[SiH](CC)(CC)CC. Product: [Br:26][C:13]1[C:11]2[N:12]=[C:8]([NH2:7])[S:9][C:10]=2[CH:16]=[C:15]([CH2:17][C:19]2[CH:24]=[CH:23][C:22]([F:25])=[CH:21][CH:20]=2)[CH:14]=1. The catalyst class is: 67. (10) Reactant: [OH:1][C:2]1[CH:3]=[C:4]([CH:32]=[CH:33][CH:34]=1)[C:5]([NH:7][N:8]([C:12](=[O:31])/[CH:13]=[CH:14]/[C:15]1[C:23]2[C:18](=[CH:19][CH:20]=[CH:21][CH:22]=2)[N:17]([C:24]([O:26][C:27]([CH3:30])([CH3:29])[CH3:28])=[O:25])[CH:16]=1)[CH:9]([CH3:11])[CH3:10])=[O:6].[C:35]([O-])([O-])=O.[K+].[K+].IC. Product: [CH:9]([N:8]([C:12](=[O:31])/[CH:13]=[CH:14]/[C:15]1[C:23]2[C:18](=[CH:19][CH:20]=[CH:21][CH:22]=2)[N:17]([C:24]([O:26][C:27]([CH3:29])([CH3:28])[CH3:30])=[O:25])[CH:16]=1)[NH:7][C:5](=[O:6])[C:4]1[CH:32]=[CH:33][CH:34]=[C:2]([O:1][CH3:35])[CH:3]=1)([CH3:11])[CH3:10]. The catalyst class is: 10.